This data is from Catalyst prediction with 721,799 reactions and 888 catalyst types from USPTO. The task is: Predict which catalyst facilitates the given reaction. (1) Reactant: [F:1][C:2]([F:12])([F:11])[C:3]1[CH:4]=[C:5]([CH:8]=[CH:9][CH:10]=1)[C:6]#[N:7].Cl.[NH2:14][OH:15].C(N(CC)CC)C. Product: [OH:15]/[N:14]=[C:6](\[NH2:7])/[C:5]1[CH:8]=[CH:9][CH:10]=[C:3]([C:2]([F:1])([F:11])[F:12])[CH:4]=1. The catalyst class is: 653. (2) Reactant: Cl.[F:2][C:3]1[CH:8]=[CH:7][C:6]([CH:9]2[CH2:14][CH2:13][CH2:12][NH:11][CH2:10]2)=[CH:5][C:4]=1[O:15][CH2:16][CH2:17][O:18][CH3:19].C(N(C(C)C)CC)(C)C.[F:29][C:30]([F:35])([F:34])[C@@H:31]1[CH2:33][O:32]1. Product: [F:29][C:30]([F:35])([F:34])[C@@H:31]([OH:32])[CH2:33][N:11]1[CH2:12][CH2:13][CH2:14][CH:9]([C:6]2[CH:7]=[CH:8][C:3]([F:2])=[C:4]([O:15][CH2:16][CH2:17][O:18][CH3:19])[CH:5]=2)[CH2:10]1. The catalyst class is: 10. (3) Reactant: [CH2:1]([O:3][C:4]([C:6]1[O:7][C:8]2[CH:15]=[CH:14][CH:13]=[C:12](OS(C(F)(F)F)(=O)=O)[C:9]=2[C:10]=1[CH3:11])=[O:5])[CH3:2].[CH:24]([Sn](CCCC)(CCCC)CCCC)=[CH2:25].[Cl-].[Li+]. Product: [CH2:1]([O:3][C:4]([C:6]1[O:7][C:8]2[CH:15]=[CH:14][CH:13]=[C:12]([CH:24]=[CH2:25])[C:9]=2[C:10]=1[CH3:11])=[O:5])[CH3:2]. The catalyst class is: 339. (4) Reactant: [CH3:1][N:2]1[CH:6]=[CH:5][CH:4]=[N:3]1.C([Li])CCC.[CH3:12][Sn:13](Cl)([CH3:15])[CH3:14]. Product: [CH3:1][N:2]1[C:6]([Sn:13]([CH3:15])([CH3:14])[CH3:12])=[CH:5][CH:4]=[N:3]1. The catalyst class is: 28. (5) Reactant: [NH2:1][C:2](=[N:14][O:15][C:16](=O)[CH2:17][N:18]([CH:27]1[CH2:30][CH2:29][CH2:28]1)[C:19]([C:21]1[N:22]=[CH:23][N:24]([CH3:26])[CH:25]=1)=[O:20])[C:3]1[CH:8]=[CH:7][C:6]([O:9][C:10]([F:13])([F:12])[F:11])=[CH:5][CH:4]=1.C(O)(=O)C. Product: [CH:27]1([N:18]([CH2:17][C:16]2[O:15][N:14]=[C:2]([C:3]3[CH:8]=[CH:7][C:6]([O:9][C:10]([F:13])([F:12])[F:11])=[CH:5][CH:4]=3)[N:1]=2)[C:19]([C:21]2[N:22]=[CH:23][N:24]([CH3:26])[CH:25]=2)=[O:20])[CH2:30][CH2:29][CH2:28]1. The catalyst class is: 9.